This data is from NCI-60 drug combinations with 297,098 pairs across 59 cell lines. The task is: Regression. Given two drug SMILES strings and cell line genomic features, predict the synergy score measuring deviation from expected non-interaction effect. (1) Cell line: SNB-75. Synergy scores: CSS=5.59, Synergy_ZIP=1.52, Synergy_Bliss=5.77, Synergy_Loewe=3.33, Synergy_HSA=5.17. Drug 2: C1CCC(C(C1)N)N.C(=O)(C(=O)[O-])[O-].[Pt+4]. Drug 1: CC1CCC2CC(C(=CC=CC=CC(CC(C(=O)C(C(C(=CC(C(=O)CC(OC(=O)C3CCCCN3C(=O)C(=O)C1(O2)O)C(C)CC4CCC(C(C4)OC)OCCO)C)C)O)OC)C)C)C)OC. (2) Drug 1: C1CC(C1)(C(=O)O)C(=O)O.[NH2-].[NH2-].[Pt+2]. Drug 2: CC1CCCC2(C(O2)CC(NC(=O)CC(C(C(=O)C(C1O)C)(C)C)O)C(=CC3=CSC(=N3)C)C)C. Cell line: KM12. Synergy scores: CSS=54.8, Synergy_ZIP=6.83, Synergy_Bliss=1.48, Synergy_Loewe=-27.4, Synergy_HSA=1.44. (3) Drug 1: CC1C(C(CC(O1)OC2CC(CC3=C2C(=C4C(=C3O)C(=O)C5=C(C4=O)C(=CC=C5)OC)O)(C(=O)CO)O)N)O.Cl. Cell line: SK-OV-3. Drug 2: C1C(C(OC1N2C=NC3=C2NC=NCC3O)CO)O. Synergy scores: CSS=0.240, Synergy_ZIP=0.473, Synergy_Bliss=1.06, Synergy_Loewe=-2.16, Synergy_HSA=-1.63. (4) Cell line: T-47D. Drug 1: CC1=CC=C(C=C1)C2=CC(=NN2C3=CC=C(C=C3)S(=O)(=O)N)C(F)(F)F. Drug 2: COCCOC1=C(C=C2C(=C1)C(=NC=N2)NC3=CC=CC(=C3)C#C)OCCOC.Cl. Synergy scores: CSS=-1.74, Synergy_ZIP=3.16, Synergy_Bliss=5.41, Synergy_Loewe=-0.874, Synergy_HSA=0.286. (5) Drug 1: CNC(=O)C1=CC=CC=C1SC2=CC3=C(C=C2)C(=NN3)C=CC4=CC=CC=N4. Drug 2: C(=O)(N)NO. Cell line: SK-MEL-2. Synergy scores: CSS=2.61, Synergy_ZIP=1.77, Synergy_Bliss=4.82, Synergy_Loewe=1.30, Synergy_HSA=2.11.